The task is: Predict the product of the given reaction.. This data is from Forward reaction prediction with 1.9M reactions from USPTO patents (1976-2016). (1) Given the reactants [N+:1]([C:4]1[CH:12]=[CH:11][CH:10]=[C:9]2[C:5]=1[CH2:6][CH2:7][C:8]2=O)([O-:3])=[O:2].Cl.[O:15]([NH2:17])[CH3:16].C(N(CC)CC)C.CCOCC, predict the reaction product. The product is: [CH3:16][O:15][N:17]=[C:8]1[C:9]2[C:5](=[C:4]([N+:1]([O-:3])=[O:2])[CH:12]=[CH:11][CH:10]=2)[CH2:6][CH2:7]1. (2) Given the reactants N1([C:6](N2C=CN=C2)=[O:7])C=CN=C1.[I:13][C:14]1[CH:15]=[N:16][N:17]([CH:19]2[CH2:24][CH2:23][CH:22]([NH:25][CH2:26][CH2:27][OH:28])[CH2:21][CH2:20]2)[CH:18]=1.Cl, predict the reaction product. The product is: [I:13][C:14]1[CH:15]=[N:16][N:17]([C@H:19]2[CH2:20][CH2:21][C@H:22]([N:25]3[CH2:26][CH2:27][O:28][C:6]3=[O:7])[CH2:23][CH2:24]2)[CH:18]=1. (3) Given the reactants [CH2:6](O[CH2:6][CH:7]1[O:9][CH2:8]1)[CH:7]1[O:9][CH2:8]1.[C:10]1([OH:16])[CH:15]=[CH:14][CH:13]=[CH:12][CH:11]=1.CCCCOCCO.[CH2:25]([C:29]([CH3:31])=O)[CH:26]([CH3:28])[CH3:27], predict the reaction product. The product is: [CH3:27][C:26]([C:25]1[CH:29]=[CH:31][C:8]([OH:9])=[CH:7][CH:6]=1)([C:13]1[CH:12]=[CH:11][C:10]([OH:16])=[CH:15][CH:14]=1)[CH3:28]. (4) Given the reactants [CH3:1][C:2]1(C)C(C)(C)OB(C=C)O1.C([O-])([O-])=O.[Na+].[Na+].Cl[C:19]1[N:27]=[C:26]2[C:22]([N:23]([CH2:40][C@H:41]3[CH2:46][CH2:45][C@H:44]([CH3:47])[CH2:43][CH2:42]3)[C:24]([N:28]3[CH2:33][CH2:32][O:31][CH2:30][C@H:29]3[C:34]3[CH:39]=[CH:38][CH:37]=[CH:36][CH:35]=3)=[N:25]2)=[C:21]([NH:48][C@@H:49]([CH:51]2[CH2:54][CH2:53][CH2:52]2)[CH3:50])[N:20]=1, predict the reaction product. The product is: [CH:51]1([C@H:49]([NH:48][C:21]2[N:20]=[C:19]([CH:1]=[CH2:2])[N:27]=[C:26]3[C:22]=2[N:23]([CH2:40][C@H:41]2[CH2:42][CH2:43][C@H:44]([CH3:47])[CH2:45][CH2:46]2)[C:24]([N:28]2[CH2:33][CH2:32][O:31][CH2:30][C@H:29]2[C:34]2[CH:39]=[CH:38][CH:37]=[CH:36][CH:35]=2)=[N:25]3)[CH3:50])[CH2:54][CH2:53][CH2:52]1. (5) Given the reactants O1C2=C3C(=CC=C2CC(N)C1)N=CC=C3.Cl.Cl.CCOCC.Cl.Cl.[F:25][C:26]1[CH:27]=[C:28]2[C:32](=[CH:33][CH:34]=1)[NH:31][CH:30]=[C:29]2[CH2:35][CH2:36][CH2:37][NH:38][CH:39]1[CH2:52][O:51][C:42]2=[C:43]3[C:48](=[CH:49][CH:50]=[C:41]2[CH2:40]1)[N:47]=[CH:46][CH:45]=[CH:44]3, predict the reaction product. The product is: [F:25][C:26]1[CH:27]=[C:28]2[C:32](=[CH:33][CH:34]=1)[NH:31][CH:30]=[C:29]2[CH2:35][CH2:36][CH2:37][NH:38][CH:39]1[CH2:52][O:51][C:42]2=[C:43]3[C:48](=[CH:49][CH:50]=[C:41]2[CH2:40]1)[N:47]=[CH:46][CH:45]=[CH:44]3.